From a dataset of Forward reaction prediction with 1.9M reactions from USPTO patents (1976-2016). Predict the product of the given reaction. (1) Given the reactants [CH2:1](P(=O)(OCC)OCC)[C:2]1[CH:7]=[CH:6][CH:5]=[CH:4][CH:3]=1.C[O-].[Na+].C1OCCOCCOCCOCCOCCOC1.[Br:37][C:38]1[CH:39]=[C:40]([CH:43]=[CH:44][N:45]=1)[CH:41]=O, predict the reaction product. The product is: [Br:37][C:38]1[CH:39]=[C:40](/[CH:41]=[CH:1]/[C:2]2[CH:3]=[CH:4][CH:5]=[CH:6][CH:7]=2)[CH:43]=[CH:44][N:45]=1. (2) Given the reactants [Cl:1][C:2]1[CH:7]=[CH:6][C:5]([S:8]([NH:11][C@@H:12]([C:20]2[C:24]([C:25]#[C:26][Si](C)(C)C)=[C:23]([CH3:31])[O:22][N:21]=2)[CH2:13][C:14]2[CH:19]=[CH:18][CH:17]=[CH:16][CH:15]=2)(=[O:10])=[O:9])=[CH:4][CH:3]=1.CCCC[N+](CCCC)(CCCC)CCCC.[F-].[Cl-].N, predict the reaction product. The product is: [Cl:1][C:2]1[CH:7]=[CH:6][C:5]([S:8]([NH:11][C@@H:12]([C:20]2[C:24]([C:25]#[CH:26])=[C:23]([CH3:31])[O:22][N:21]=2)[CH2:13][C:14]2[CH:19]=[CH:18][CH:17]=[CH:16][CH:15]=2)(=[O:9])=[O:10])=[CH:4][CH:3]=1. (3) Given the reactants [H-].[H-].[H-].[H-].[Li+].[Al+3].[F:7][C:8]([F:25])([F:24])[C:9]1[CH:14]=[CH:13][C:12]([C:15]2[CH:23]=[CH:22][C:18]([C:19](O)=[O:20])=[CH:17][CH:16]=2)=[CH:11][CH:10]=1.O.[OH-].[K+], predict the reaction product. The product is: [F:7][C:8]([F:24])([F:25])[C:9]1[CH:10]=[CH:11][C:12]([C:15]2[CH:23]=[CH:22][C:18]([CH2:19][OH:20])=[CH:17][CH:16]=2)=[CH:13][CH:14]=1. (4) The product is: [CH3:2][C:3]1([CH3:1])[CH2:8][CH2:7][CH:6]([CH2:9][OH:10])[CH2:5][CH2:4]1. Given the reactants [CH2:1]1[C:3]2([CH2:8][CH2:7][CH:6]([CH2:9][OH:10])[CH2:5][CH2:4]2)[CH2:2]1, predict the reaction product.